From a dataset of Peptide-MHC class I binding affinity with 185,985 pairs from IEDB/IMGT. Regression. Given a peptide amino acid sequence and an MHC pseudo amino acid sequence, predict their binding affinity value. This is MHC class I binding data. (1) The peptide sequence is YVGDTSMMV. The MHC is HLA-A02:02 with pseudo-sequence HLA-A02:02. The binding affinity (normalized) is 0.791. (2) The peptide sequence is MSDIFHALV. The MHC is HLA-A69:01 with pseudo-sequence HLA-A69:01. The binding affinity (normalized) is 0.949. (3) The MHC is HLA-A30:02 with pseudo-sequence HLA-A30:02. The binding affinity (normalized) is 0.775. The peptide sequence is KCWLVSNGSY. (4) The peptide sequence is IFQPQNGQF. The MHC is HLA-B15:01 with pseudo-sequence HLA-B15:01. The binding affinity (normalized) is 0.469. (5) The MHC is HLA-A02:06 with pseudo-sequence HLA-A02:06. The binding affinity (normalized) is 0.954. The peptide sequence is NTDHPLSINV. (6) The peptide sequence is IMVASDVCKK. The MHC is HLA-A33:01 with pseudo-sequence HLA-A33:01. The binding affinity (normalized) is 0.180. (7) The peptide sequence is CIVQSVLRDI. The MHC is HLA-A02:02 with pseudo-sequence HLA-A02:02. The binding affinity (normalized) is 0.502. (8) The peptide sequence is DAYRRIHSL. The MHC is HLA-B07:02 with pseudo-sequence HLA-B07:02. The binding affinity (normalized) is 0.103. (9) The peptide sequence is YLPTQQDVL. The MHC is HLA-B08:01 with pseudo-sequence HLA-B08:01. The binding affinity (normalized) is 0. (10) The peptide sequence is TVLDINIDK. The MHC is HLA-A03:01 with pseudo-sequence HLA-A03:01. The binding affinity (normalized) is 0.518.